From a dataset of Peptide-MHC class I binding affinity with 185,985 pairs from IEDB/IMGT. Regression. Given a peptide amino acid sequence and an MHC pseudo amino acid sequence, predict their binding affinity value. This is MHC class I binding data. The peptide sequence is VVYMDMGVR. The MHC is HLA-A80:01 with pseudo-sequence HLA-A80:01. The binding affinity (normalized) is 0.0847.